This data is from Forward reaction prediction with 1.9M reactions from USPTO patents (1976-2016). The task is: Predict the product of the given reaction. (1) Given the reactants [BH4-].[Na+].[C:3]([O:7][C:8](=[O:32])[NH:9][CH:10]([CH2:24][C:25]1[CH:30]=[CH:29][C:28]([Cl:31])=[CH:27][CH:26]=1)[CH2:11][C:12]([CH:14]1[C:19](=[O:20])[O:18][C:17]([CH3:22])([CH3:21])[O:16][C:15]1=[O:23])=O)([CH3:6])([CH3:5])[CH3:4].C(O)(=O)C, predict the reaction product. The product is: [C:3]([O:7][C:8](=[O:32])[NH:9][CH:10]([CH2:24][C:25]1[CH:26]=[CH:27][C:28]([Cl:31])=[CH:29][CH:30]=1)[CH2:11][CH2:12][CH:14]1[C:15](=[O:23])[O:16][C:17]([CH3:22])([CH3:21])[O:18][C:19]1=[O:20])([CH3:4])([CH3:5])[CH3:6]. (2) Given the reactants F[C:2]1[CH:9]=[CH:8][C:5]([C:6]#[N:7])=[CH:4][CH:3]=1.[C:10]([O:14][C:15]([N:17]1[CH2:22][CH2:21][NH:20][CH2:19][CH2:18]1)=[O:16])([CH3:13])([CH3:12])[CH3:11].C(=O)(O)[O-].[Na+].C(OCC)(=O)C, predict the reaction product. The product is: [C:6]([C:5]1[CH:8]=[CH:9][C:2]([N:20]2[CH2:19][CH2:18][N:17]([C:15]([O:14][C:10]([CH3:13])([CH3:12])[CH3:11])=[O:16])[CH2:22][CH2:21]2)=[CH:3][CH:4]=1)#[N:7]. (3) Given the reactants [C:1]([O:5][N:6]=[C:7]1[C:16]2[C:11](=[CH:12][CH:13]=[C:14]([OH:17])[CH:15]=2)[O:10][C:9]([C:18]2[N:23]=[CH:22][N:21]3[CH:24]=[CH:25][CH:26]=[C:20]3[CH:19]=2)=[CH:8]1)([CH3:4])([CH3:3])[CH3:2].C(=O)([O-])[O-].[Cs+].[Cs+].I[CH2:34][CH2:35][O:36][C:37]1[CH:42]=[CH:41][CH:40]=[CH:39][CH:38]=1, predict the reaction product. The product is: [C:1]([O:5][N:6]=[C:7]1[C:16]2[C:11](=[CH:12][CH:13]=[C:14]([O:17][CH2:34][CH2:35][O:36][C:37]3[CH:42]=[CH:41][CH:40]=[CH:39][CH:38]=3)[CH:15]=2)[O:10][C:9]([C:18]2[N:23]=[CH:22][N:21]3[CH:24]=[CH:25][CH:26]=[C:20]3[CH:19]=2)=[CH:8]1)([CH3:4])([CH3:2])[CH3:3]. (4) Given the reactants [F:1][C:2]1[CH:10]=[CH:9][C:5]([C:6](O)=[O:7])=[CH:4][C:3]=1[C:11]([F:14])([F:13])[F:12].S(Cl)([Cl:17])=O, predict the reaction product. The product is: [F:1][C:2]1[CH:10]=[CH:9][C:5]([C:6]([Cl:17])=[O:7])=[CH:4][C:3]=1[C:11]([F:14])([F:13])[F:12]. (5) Given the reactants Cl[CH2:2][C:3]1[N:4]=[C:5]([CH:8]2[CH2:13][CH2:12][CH:11]([NH:14][C:15](=[O:24])[O:16][CH2:17][C:18]3[CH:23]=[CH:22][CH:21]=[CH:20][CH:19]=3)[CH2:10][CH2:9]2)[S:6][CH:7]=1.[N:25]1([C:30]2[CH:35]=[CH:34][C:33]([OH:36])=[CH:32][CH:31]=2)[CH:29]=[N:28][N:27]=[N:26]1.C([O-])([O-])=O.[K+].[K+], predict the reaction product. The product is: [N:25]1([C:30]2[CH:35]=[CH:34][C:33]([O:36][CH2:2][C:3]3[N:4]=[C:5]([CH:8]4[CH2:13][CH2:12][CH:11]([NH:14][C:15](=[O:24])[O:16][CH2:17][C:18]5[CH:23]=[CH:22][CH:21]=[CH:20][CH:19]=5)[CH2:10][CH2:9]4)[S:6][CH:7]=3)=[CH:32][CH:31]=2)[CH:29]=[N:28][N:27]=[N:26]1. (6) Given the reactants [CH2:1]([O:4][NH:5][CH:6]1[CH2:11][NH:10][C@@H:9]([C:12]([NH2:14])=[O:13])[CH:8]=[C:7]1[CH2:15][C:16]([NH2:18])=[O:17])[CH:2]=[CH2:3].[CH2:19]([O:22]N1C(=O)N2C[C@H]1C(C)=C[C@H]2C(N)=O)C=C, predict the reaction product. The product is: [CH2:1]([O:4][N:5]1[C:19](=[O:22])[N:10]2[CH2:11][C@H:6]1[C:7]([CH2:15][C:16]([NH2:18])=[O:17])=[CH:8][C@H:9]2[C:12]([NH2:14])=[O:13])[CH:2]=[CH2:3]. (7) Given the reactants [CH3:1][C@@:2]1([CH2:20][O:21][S:22]([C:25]2[CH:30]=[CH:29][C:28]([CH3:31])=[CH:27][CH:26]=2)(=[O:24])=[O:23])[O:7][C:6]2[C:8](OS(C(F)(F)F)(=O)=O)=[CH:9][CH:10]=[CH:11][C:5]=2[O:4][CH2:3]1.[Cl:32][C:33]1[CH:38]=[CH:37][C:36](B(O)O)=[CH:35][CH:34]=1, predict the reaction product. The product is: [Cl:32][C:33]1[CH:38]=[CH:37][C:36]([C:8]2[C:6]3[O:7][C@:2]([CH2:20][O:21][S:22]([C:25]4[CH:30]=[CH:29][C:28]([CH3:31])=[CH:27][CH:26]=4)(=[O:23])=[O:24])([CH3:1])[CH2:3][O:4][C:5]=3[CH:11]=[CH:10][CH:9]=2)=[CH:35][CH:34]=1. (8) The product is: [ClH:27].[OH:24][CH2:23][CH2:22][CH2:21][N:19]([CH3:20])[C:18](=[O:25])[CH2:17][CH2:16][O:15][C@H:12]1[CH2:11][CH2:10][C@H:9]([NH:7][CH3:6])[CH2:14][CH2:13]1. Given the reactants C(O[C:6](=O)[N:7]([C@H:9]1[CH2:14][CH2:13][C@H:12]([O:15][CH2:16][CH2:17][C:18](=[O:25])[N:19]([CH2:21][CH2:22][CH2:23][OH:24])[CH3:20])[CH2:11][CH2:10]1)C)(C)(C)C.[ClH:27], predict the reaction product. (9) Given the reactants [C:1]([C:5]1[N:6]=[C:7]([N:21]2[CH2:25][CH2:24][C@H:23]([OH:26])[CH2:22]2)[C:8]2[C:9](=[N:11][N:12]([CH2:14][C:15]3[C:19]([CH3:20])=NON=3)[N:13]=2)[N:10]=1)([CH3:4])([CH3:3])[CH3:2].C(C1N=C(N2CC[C@H](OC(=O)C(F)(F)F)C2)C2N=NNC=2N=1)(C)(C)C.Br[CH2:53][C:54]1C=CC=C[C:55]=1[S:60]([CH3:63])(=[O:62])=[O:61], predict the reaction product. The product is: [C:1]([C:5]1[N:6]=[C:7]([N:21]2[CH2:25][CH2:24][C@H:23]([OH:26])[CH2:22]2)[C:8]2[C:9](=[N:11][N:12]([CH2:14][C:15]3[CH:19]=[CH:20][CH:53]=[CH:54][C:55]=3[S:60]([CH3:63])(=[O:62])=[O:61])[N:13]=2)[N:10]=1)([CH3:4])([CH3:3])[CH3:2]. (10) Given the reactants [C:1]([OH:10])(=[O:9])[C:2]1[C:3](=[CH:5][CH:6]=[CH:7][CH:8]=1)[OH:4].C([O-])(=O)C1C(=CC=CC=1)[OH:14].CC1CCCC(C)(C)C=1/C=C/C(/C)=C/C=C/C(/C)=C/C=O, predict the reaction product. The product is: [CH:6]1[C:7]([OH:14])=[CH:8][C:2]([C:1]([OH:10])=[O:9])=[C:3]([OH:4])[CH:5]=1.